Predict the reactants needed to synthesize the given product. From a dataset of Full USPTO retrosynthesis dataset with 1.9M reactions from patents (1976-2016). (1) Given the product [C:1]([O:5][C:6]([N:8]1[CH2:13][CH:12]2[CH2:14][CH:9]1[CH2:10][N:11]2[C:15]1[C:23]2[C:18](=[CH:19][C:20]([F:24])=[CH:21][CH:22]=2)[N:17]([C:30]2[CH:29]=[CH:28][N:27]=[C:26]([Cl:25])[CH:31]=2)[N:16]=1)=[O:7])([CH3:4])([CH3:2])[CH3:3], predict the reactants needed to synthesize it. The reactants are: [C:1]([O:5][C:6]([N:8]1[CH2:13][CH:12]2[CH2:14][CH:9]1[CH2:10][N:11]2[C:15]1[C:23]2[C:18](=[CH:19][C:20]([F:24])=[CH:21][CH:22]=2)[NH:17][N:16]=1)=[O:7])([CH3:4])([CH3:3])[CH3:2].[Cl:25][C:26]1[CH:31]=[C:30](I)[CH:29]=[CH:28][N:27]=1.P([O-])([O-])([O-])=O.[K+].[K+].[K+].C1(N)CCCCC1N.C(=O)(O)[O-].[Na+]. (2) Given the product [Cl:1][C:2]1[CH:7]=[C:6]([N:8]([C:9]2[CH:14]=[CH:13][C:12]([F:15])=[CH:11][CH:10]=2)[C:19]([O:21][C:22]([CH3:25])([CH3:24])[CH3:23])=[O:20])[N:5]2[N:16]=[CH:17][CH:18]=[C:4]2[N:3]=1, predict the reactants needed to synthesize it. The reactants are: [Cl:1][C:2]1[CH:7]=[C:6]([NH:8][C:9]2[CH:14]=[CH:13][C:12]([F:15])=[CH:11][CH:10]=2)[N:5]2[N:16]=[CH:17][CH:18]=[C:4]2[N:3]=1.[C:19](O[C:19]([O:21][C:22]([CH3:25])([CH3:24])[CH3:23])=[O:20])([O:21][C:22]([CH3:25])([CH3:24])[CH3:23])=[O:20].C(N(CC)CC)C. (3) Given the product [Cl:12][C:13]1[CH:14]=[C:15]([F:35])[C:16]([C:29]2[N:30]=[N:31][N:32]([CH3:34])[N:33]=2)=[C:17]([C:19]2[CH:20]=[C:21]([F:28])[C:22]([C@H:25]([NH:27][C:8]([C:5]3[CH2:6][CH2:7][C:2]([F:1])([F:11])[CH2:3][CH:4]=3)=[O:10])[CH3:26])=[N:23][CH:24]=2)[CH:18]=1, predict the reactants needed to synthesize it. The reactants are: [F:1][C:2]1([F:11])[CH2:7][CH2:6][C:5]([C:8]([OH:10])=O)=[CH:4][CH2:3]1.[Cl:12][C:13]1[CH:14]=[C:15]([F:35])[C:16]([C:29]2[N:30]=[N:31][N:32]([CH3:34])[N:33]=2)=[C:17]([C:19]2[CH:20]=[C:21]([F:28])[C:22]([C@H:25]([NH2:27])[CH3:26])=[N:23][CH:24]=2)[CH:18]=1.C1C=CC2N(O)N=NC=2C=1.CCN=C=NCCCN(C)C.C(N(CC)CC)C.C(=O)(O)[O-].[Na+]. (4) Given the product [I:25][C:10]1[C:11]2[C:12](=[N:13][CH:14]=[N:15][C:16]=2[NH:17][C:18](=[O:24])[O:19][C:20]([CH3:21])([CH3:22])[CH3:23])[N:8]([C:5]2[CH:6]=[CH:7][C:2]([NH:1][CH3:29])=[CH:3][CH:4]=2)[N:9]=1, predict the reactants needed to synthesize it. The reactants are: [NH2:1][C:2]1[CH:7]=[CH:6][C:5]([N:8]2[C:12]3=[N:13][CH:14]=[N:15][C:16]([NH:17][C:18](=[O:24])[O:19][C:20]([CH3:23])([CH3:22])[CH3:21])=[C:11]3[C:10]([I:25])=[N:9]2)=[CH:4][CH:3]=1.C=O.[BH3-][C:29]#N.[Na+].[BH-](OC(C)=O)(OC(C)=O)OC(C)=O.[Na+]. (5) The reactants are: Br[C:2]1[CH:7]=[CH:6][CH:5]=[CH:4][C:3]=1[F:8].[CH2:9]([OH:14])[CH2:10][CH2:11][C:12]#[CH:13]. Given the product [F:8][C:3]1[CH:4]=[CH:5][CH:6]=[CH:7][C:2]=1[C:13]#[C:12][CH2:11][CH2:10][CH2:9][OH:14], predict the reactants needed to synthesize it.